This data is from Reaction yield outcomes from USPTO patents with 853,638 reactions. The task is: Predict the reaction yield, written as a fraction of the theoretical maximum amount of product (1.0 means a 100% yield; for example, 0.34 means a 34% yield). (1) The reactants are [N:1]1[CH:2]=[CH:3][N:4]2[C:9]=1[CH:8]=[CH:7][C:6]([O:10][C:11]1[CH:12]=[C:13]([CH:15]=[CH:16][CH:17]=1)[NH2:14])=[N:5]2.[C:18](Cl)(=[O:25])[C:19]1[CH:24]=[CH:23][CH:22]=[CH:21][CH:20]=1. The catalyst is CN1CCCC1=O.[OH-].[Na+]. The product is [N:1]1[CH:2]=[CH:3][N:4]2[C:9]=1[CH:8]=[CH:7][C:6]([O:10][C:11]1[CH:12]=[C:13]([NH:14][C:18](=[O:25])[C:19]3[CH:24]=[CH:23][CH:22]=[CH:21][CH:20]=3)[CH:15]=[CH:16][CH:17]=1)=[N:5]2. The yield is 0.740. (2) The reactants are COCCOC.[C:7]([C:15]1[CH:20]=[CH:19][CH:18]=[CH:17][C:16]=1[S:21][CH2:22][CH:23]([CH2:26][CH3:27])[CH:24]=O)(=O)[C:8]1[CH:13]=[CH:12][CH:11]=[CH:10][CH:9]=1. The catalyst is [Zn].O. The product is [CH2:26]([CH:23]1[CH:24]=[C:7]([C:8]2[CH:13]=[CH:12][CH:11]=[CH:10][CH:9]=2)[C:15]2[CH:20]=[CH:19][CH:18]=[CH:17][C:16]=2[S:21][CH2:22]1)[CH3:27]. The yield is 0.770.